This data is from Merck oncology drug combination screen with 23,052 pairs across 39 cell lines. The task is: Regression. Given two drug SMILES strings and cell line genomic features, predict the synergy score measuring deviation from expected non-interaction effect. (1) Drug 1: CS(=O)(=O)CCNCc1ccc(-c2ccc3ncnc(Nc4ccc(OCc5cccc(F)c5)c(Cl)c4)c3c2)o1. Drug 2: COC1CC2CCC(C)C(O)(O2)C(=O)C(=O)N2CCCCC2C(=O)OC(C(C)CC2CCC(OP(C)(C)=O)C(OC)C2)CC(=O)C(C)C=C(C)C(O)C(OC)C(=O)C(C)CC(C)C=CC=CC=C1C. Cell line: ES2. Synergy scores: synergy=21.9. (2) Drug 1: NC1CCCCC1N.O=C(O)C(=O)O.[Pt+2]. Drug 2: CCc1cnn2c(NCc3ccc[n+]([O-])c3)cc(N3CCCCC3CCO)nc12. Cell line: LNCAP. Synergy scores: synergy=-6.65.